Dataset: Full USPTO retrosynthesis dataset with 1.9M reactions from patents (1976-2016). Task: Predict the reactants needed to synthesize the given product. (1) Given the product [CH3:10][C:11]1[C:15](=[O:16])[CH2:14][CH2:13][C:12]=1[O:17][Si:2]([CH3:9])([CH3:8])[CH3:1], predict the reactants needed to synthesize it. The reactants are: [CH3:1][Si:2]([CH3:9])([CH3:8])N[Si:2]([CH3:9])([CH3:8])[CH3:1].[CH3:10][CH:11]1[C:15](=[O:16])[CH2:14][CH2:13][C:12]1=[O:17]. (2) Given the product [F:17][C:18]1[CH:19]=[C:20]2[CH:26]=[CH:25][N:24]([NH:27][C:8]([C:7]3[C:2]([CH3:1])=[N:3][C:4]([C:11]4[CH:16]=[CH:15][CH:14]=[CH:13][N:12]=4)=[N:5][CH:6]=3)=[O:10])[C:21]2=[N:22][CH:23]=1, predict the reactants needed to synthesize it. The reactants are: [CH3:1][C:2]1[C:7]([C:8]([OH:10])=O)=[CH:6][N:5]=[C:4]([C:11]2[CH:16]=[CH:15][CH:14]=[CH:13][N:12]=2)[N:3]=1.[F:17][C:18]1[CH:19]=[C:20]2[CH:26]=[CH:25][N:24]([NH2:27])[C:21]2=[N:22][CH:23]=1.C[N+]1(C2N=C(OC)N=C(OC)N=2)CCOCC1.[Cl-]. (3) Given the product [CH3:35][C:29]1[CH:34]=[C:33]([C:18]2[CH:25]=[CH:24][CH:22]=[CH:21][CH:19]=2)[CH:32]=[C:31]([CH3:14])[C:30]=1[CH:4]1[C:3](=[O:12])[C:2]([CH3:13])([CH3:1])[C:7](=[O:8])[C:6]([CH3:9])([CH3:10])[C:5]1=[O:11], predict the reactants needed to synthesize it. The reactants are: [CH3:1][C:2]1([CH3:13])[C:7](=[O:8])[C:6]([CH3:10])([CH3:9])[C:5](=[O:11])[CH2:4][C:3]1=[O:12].[CH:14](Cl)(Cl)Cl.[CH3:18][C:19]([CH2:21][C:22]([CH2:24][C:25](O)=O)=O)=O.Cl.[C:29]1([CH3:35])[CH:34]=[CH:33][CH:32]=[CH:31][CH:30]=1. (4) Given the product [Cl:1][C:2]1[CH:3]=[C:4]([CH:5]=[CH:6][CH:7]=1)[CH2:8][NH:9][C:10]([C:12]1[CH:13]=[C:14]2[C:19](=[CH:20][CH:21]=1)[N:18]=[C:17]([C:22]1[CH:27]=[CH:26][CH:25]=[CH:24][CH:23]=1)[C:16]([CH2:28][CH2:39][CH2:38][C:37]#[N:42])=[N:15]2)=[O:11], predict the reactants needed to synthesize it. The reactants are: [Cl:1][C:2]1[CH:3]=[C:4]([CH2:8][NH:9][C:10]([C:12]2[CH:13]=[C:14]3[C:19](=[CH:20][CH:21]=2)[N:18]=[C:17]([C:22]2[CH:27]=[CH:26][CH:25]=[CH:24][CH:23]=2)[C:16]([CH2:28]CCCC2NN=NN=2)=[N:15]3)=[O:11])[CH:5]=[CH:6][CH:7]=1.[C:37](#[N:42])[CH2:38][CH2:39]C=C. (5) Given the product [Cl:22][C:5]1[C:6]([C:8]2[C:9](=[O:21])[N:10]([CH2:19][CH3:20])[C:11]3[C:16]([CH:17]=2)=[CH:15][N:14]=[C:13]([Cl:18])[CH:12]=3)=[CH:7][C:2]([NH:1][C:30](=[O:31])[O:32][C:33]([CH3:35])=[CH2:34])=[C:3]([F:23])[CH:4]=1, predict the reactants needed to synthesize it. The reactants are: [NH2:1][C:2]1[C:3]([F:23])=[CH:4][C:5]([Cl:22])=[C:6]([C:8]2[C:9](=[O:21])[N:10]([CH2:19][CH3:20])[C:11]3[C:16]([CH:17]=2)=[CH:15][N:14]=[C:13]([Cl:18])[CH:12]=3)[CH:7]=1.C([O-])(O)=O.[Na+].Cl[C:30]([O:32][C:33]([CH3:35])=[CH2:34])=[O:31]. (6) Given the product [CH2:13]([C@H:12]([NH:11][C:1](=[O:2])[O:3][CH2:4][C:5]1[CH:6]=[CH:7][CH:8]=[CH:9][CH:10]=1)[C:20]([NH:45][CH2:46][CH2:47][CH:48]([O:52][CH2:53][CH3:54])[O:49][CH2:50][CH3:51])=[O:22])[C:14]1[CH:15]=[CH:16][CH:17]=[CH:18][CH:19]=1, predict the reactants needed to synthesize it. The reactants are: [C:1]([NH:11][C@H:12]([C:20]([OH:22])=O)[CH2:13][C:14]1[CH:19]=[CH:18][CH:17]=[CH:16][CH:15]=1)([O:3][CH2:4][C:5]1[CH:10]=[CH:9][CH:8]=[CH:7][CH:6]=1)=[O:2].OC1C2N=NNC=2C=CC=1.Cl.CN(C)CCCN=C=NCC.[NH2:45][CH2:46][CH2:47][CH:48]([O:52][CH2:53][CH3:54])[O:49][CH2:50][CH3:51].C(N(CC)C(C)C)(C)C. (7) Given the product [N:1]([C:4]1[CH:21]=[CH:20][C:7]([C:8]2[O:19][C@@H:17]([CH3:18])[C@@H:11]([C:12]([NH:14][CH2:15][CH3:16])=[O:13])[N:10]=2)=[C:6]([OH:22])[CH:5]=1)=[N+:2]=[N-:3], predict the reactants needed to synthesize it. The reactants are: [N:1]([C:4]1[CH:21]=[CH:20][C:7]([C:8]([NH:10][C@@H:11]([C@H:17]([OH:19])[CH3:18])[C:12]([NH:14][CH2:15][CH3:16])=[O:13])=O)=[C:6]([OH:22])[CH:5]=1)=[N+:2]=[N-:3].O=S(Cl)Cl.